Dataset: Forward reaction prediction with 1.9M reactions from USPTO patents (1976-2016). Task: Predict the product of the given reaction. (1) Given the reactants [Br:1][C:2]([CH:19]([C:21]1[CH:26]=[CH:25][C:24]([O:27][CH2:28][CH2:29][N:30]2[CH2:33][CH:32]([CH2:34][F:35])[CH2:31]2)=[CH:23][CH:22]=1)[OH:20])=[C:3]([C:5]1[CH:10]=[C:9]([O:11]C2CCCCO2)[CH:8]=[CH:7][C:6]=1O)[CH3:4].Cl, predict the reaction product. The product is: [Br:1][C:2]1[CH:19]([C:21]2[CH:26]=[CH:25][C:24]([O:27][CH2:28][CH2:29][N:30]3[CH2:31][CH:32]([CH2:34][F:35])[CH2:33]3)=[CH:23][CH:22]=2)[O:20][C:6]2[C:5]([C:3]=1[CH3:4])=[CH:10][C:9]([OH:11])=[CH:8][CH:7]=2. (2) Given the reactants [Cl:1][C:2]1[CH:3]=[CH:4][C:5]([OH:11])=[C:6]([C:8](=O)[CH3:9])[CH:7]=1.[O:12]1[CH2:17][CH2:16][N:15]([C:18]2[CH:19]=[C:20]([CH:25]=[CH:26][CH:27]=2)[C:21]([NH:23][NH2:24])=[O:22])[CH2:14][CH2:13]1, predict the reaction product. The product is: [Cl:1][C:2]1[CH:3]=[CH:4][C:5]([OH:11])=[C:6](/[C:8](=[N:24]/[NH:23][C:21](=[O:22])[C:20]2[CH:25]=[CH:26][CH:27]=[C:18]([N:15]3[CH2:16][CH2:17][O:12][CH2:13][CH2:14]3)[CH:19]=2)/[CH3:9])[CH:7]=1. (3) Given the reactants [CH3:1][C:2]1([CH3:20])[CH2:11][CH2:10][C:9]2[C:4](=[C:5]([CH3:19])[C:6]([CH3:18])=[C:7]([OH:17])[C:8]=2[CH2:12][CH:13]=[C:14]([CH3:16])[CH3:15])[O:3]1.C(OCC)(=[O:23])C, predict the reaction product. The product is: [OH:3][C:2]([CH3:20])([CH3:1])[CH2:11][CH2:10][C:9]1[C:4](=[O:23])[C:5]([CH3:19])=[C:6]([CH3:18])[C:7](=[O:17])[C:8]=1[CH2:12][CH2:13][CH:14]([CH3:16])[CH3:15]. (4) Given the reactants Cl[C:2]1[C:11]2[C:6](=[CH:7][CH:8]=[C:9]([C:12]([O:14][CH3:15])=[O:13])[CH:10]=2)[N:5]=[CH:4][CH:3]=1.[CH3:16][C:17]([O:20][C:21]([N:23]1[CH2:28][CH2:27][NH:26][CH2:25][CH2:24]1)=[O:22])([CH3:19])[CH3:18], predict the reaction product. The product is: [C:17]([O:20][C:21]([N:23]1[CH2:28][CH2:27][N:26]([C:2]2[C:11]3[C:6](=[CH:7][CH:8]=[C:9]([C:12]([O:14][CH3:15])=[O:13])[CH:10]=3)[N:5]=[CH:4][CH:3]=2)[CH2:25][CH2:24]1)=[O:22])([CH3:19])([CH3:16])[CH3:18]. (5) Given the reactants [C:1]([O:5][C:6]([NH:8][C@@H:9]([C@H:22]([CH2:30][CH3:31])[CH2:23][CH:24]([CH3:29])[CH2:25][CH2:26][CH:27]=[CH2:28])[C:10]([N:12]1[CH2:16][C@H:15]([OH:17])[CH2:14][C@H:13]1[C:18]([O:20]C)=[O:19])=[O:11])=[O:7])([CH3:4])([CH3:3])[CH3:2].[Li+].[OH-].CO, predict the reaction product. The product is: [C:1]([O:5][C:6]([NH:8][C@@H:9]([C@H:22]([CH2:30][CH3:31])[CH2:23][CH:24]([CH3:29])[CH2:25][CH2:26][CH:27]=[CH2:28])[C:10]([N:12]1[CH2:16][C@H:15]([OH:17])[CH2:14][C@H:13]1[C:18]([OH:20])=[O:19])=[O:11])=[O:7])([CH3:4])([CH3:3])[CH3:2].